This data is from Peptide-MHC class II binding affinity with 134,281 pairs from IEDB. The task is: Regression. Given a peptide amino acid sequence and an MHC pseudo amino acid sequence, predict their binding affinity value. This is MHC class II binding data. (1) The peptide sequence is IITFKDKTDIHRLEP. The MHC is DRB1_0404 with pseudo-sequence DRB1_0404. The binding affinity (normalized) is 0.502. (2) The peptide sequence is YDKFLANVSQVLTGK. The MHC is DRB1_1602 with pseudo-sequence DRB1_1602. The binding affinity (normalized) is 0.678. (3) The peptide sequence is GKWKIIYFYPKDFTFVCPTE. The MHC is HLA-DQA10103-DQB10603 with pseudo-sequence HLA-DQA10103-DQB10603. The binding affinity (normalized) is 0.355. (4) The peptide sequence is TKLDSEIKSWLAFAA. The MHC is HLA-DQA10301-DQB10302 with pseudo-sequence HLA-DQA10301-DQB10302. The binding affinity (normalized) is 0.336. (5) The binding affinity (normalized) is 0.415. The peptide sequence is TPFPHRKGVLFNIQYVNYWF. The MHC is HLA-DQA10501-DQB10201 with pseudo-sequence HLA-DQA10501-DQB10201. (6) The peptide sequence is EIVQFLEETFAAYDQ. The MHC is HLA-DQA10501-DQB10301 with pseudo-sequence HLA-DQA10501-DQB10301. The binding affinity (normalized) is 0.233. (7) The peptide sequence is LKKMREIIGWPGGSGDGIFS. The MHC is DRB1_0401 with pseudo-sequence DRB1_0401. The binding affinity (normalized) is 0. (8) The peptide sequence is QYAKEIWGITANPVP. The MHC is DRB1_1001 with pseudo-sequence DRB1_1001. The binding affinity (normalized) is 0.703. (9) The peptide sequence is FPPNGTHSWEYWGAQ. The MHC is DRB4_0101 with pseudo-sequence DRB4_0103. The binding affinity (normalized) is 0.